Dataset: Full USPTO retrosynthesis dataset with 1.9M reactions from patents (1976-2016). Task: Predict the reactants needed to synthesize the given product. (1) Given the product [OH:29][CH2:28][C:20]1[CH:21]=[C:22]2[N:27]([C:19]=1[N:16]1[CH2:17][CH2:18][N:13]([CH3:12])[CH2:14][C:15]1=[O:31])[CH:26]=[CH:25][CH:24]=[CH:23]2, predict the reactants needed to synthesize it. The reactants are: [BH4-].[Na+].B(F)(F)F.CCOCC.[CH3:12][N:13]1[CH2:18][CH2:17][N:16]([C:19]2[N:27]3[C:22]([CH:23]=[CH:24][CH:25]=[CH:26]3)=[CH:21][C:20]=2[C:28](O)=[O:29])[C:15](=[O:31])[CH2:14]1.[OH-].[Na+]. (2) Given the product [Cl:16][C:17]1[CH:22]=[CH:21][CH:20]=[CH:19][C:18]=1[C:23]#[C:24][C:2]1[S:15][C:5]2[C:6]3[CH:14]=[N:13][CH:12]=[CH:11][C:7]=3[O:8][CH2:9][CH2:10][C:4]=2[CH:3]=1, predict the reactants needed to synthesize it. The reactants are: Br[C:2]1[S:15][C:5]2[C:6]3[CH:14]=[N:13][CH:12]=[CH:11][C:7]=3[O:8][CH2:9][CH2:10][C:4]=2[CH:3]=1.[Cl:16][C:17]1[CH:22]=[CH:21][CH:20]=[CH:19][C:18]=1[C:23]#[CH:24].[Cl-].C(N(CC)CC)C. (3) The reactants are: [F:1][C:2]1[CH:8]=[CH:7][C:5]([NH2:6])=[CH:4][C:3]=1[N+:9]([O-:11])=[O:10].[C:12](Cl)(=[O:14])[CH3:13]. Given the product [F:1][C:2]1[CH:8]=[CH:7][C:5]([NH:6][C:12](=[O:14])[CH3:13])=[CH:4][C:3]=1[N+:9]([O-:11])=[O:10], predict the reactants needed to synthesize it. (4) Given the product [Br:1][C:2]1[N:7]=[CH:6][C:5]([CH2:8][N:9]2[C:14]3[N:15]=[CH:16][CH:17]=[CH:18][C:13]=3[C:12]3=[N:25][NH:26][C:20](=[O:22])[C:11]3=[N:10]2)=[CH:4][CH:3]=1, predict the reactants needed to synthesize it. The reactants are: [Br:1][C:2]1[N:7]=[CH:6][C:5]([CH2:8][N:9]2[C:14]3[N:15]=[CH:16][CH:17]=[CH:18][C:13]=3[C:12](=S)[C:11]([C:20]([O:22]CC)=O)=[N:10]2)=[CH:4][CH:3]=1.[NH2:25][NH2:26]. (5) The reactants are: Cl.CN.C1COCC1.[CH:9]([N:12]1[CH2:17][CH2:16][C:15](=O)[CH2:14][CH2:13]1)([CH3:11])[CH3:10].[C:19]([BH3-])#[N:20].[Na+]. Given the product [CH:9]([N:12]1[CH2:17][CH2:16][CH:15]([NH:20][CH3:19])[CH2:14][CH2:13]1)([CH3:11])[CH3:10], predict the reactants needed to synthesize it.